This data is from Forward reaction prediction with 1.9M reactions from USPTO patents (1976-2016). The task is: Predict the product of the given reaction. (1) Given the reactants [CH3:1][O:2][C:3]1[CH:8]=[C:7]([N+:9]([O-:11])=[O:10])[CH:6]=[CH:5][C:4]=1B1OC(C)(C)C(C)(C)O1.Cl[C:22]1[CH:27]=[C:26]([CH3:28])[N:25]=[CH:24][N:23]=1.C(=O)([O-])[O-].[Na+].[Na+], predict the reaction product. The product is: [CH3:1][O:2][C:3]1[CH:8]=[C:7]([N+:9]([O-:11])=[O:10])[CH:6]=[CH:5][C:4]=1[C:22]1[CH:27]=[C:26]([CH3:28])[N:25]=[CH:24][N:23]=1. (2) Given the reactants [C:1]1([CH2:7][C:8](Cl)=[O:9])[CH:6]=[CH:5][CH:4]=[CH:3][CH:2]=1.[S-:11][C:12]#[N:13].[K+].[NH2:15][C:16]1[CH:36]=[CH:35][C:19]([O:20][C:21]2[CH:26]=[CH:25][N:24]=[C:23]([NH:27][C:28]([N:30]3[CH2:34][CH2:33][CH2:32][CH2:31]3)=[O:29])[CH:22]=2)=[CH:18][C:17]=1[F:37], predict the reaction product. The product is: [F:37][C:17]1[CH:18]=[C:19]([CH:35]=[CH:36][C:16]=1[NH:15][C:12]([NH:13][C:8](=[O:9])[CH2:7][C:1]1[CH:6]=[CH:5][CH:4]=[CH:3][CH:2]=1)=[S:11])[O:20][C:21]1[CH:26]=[CH:25][N:24]=[C:23]([NH:27][C:28]([N:30]2[CH2:34][CH2:33][CH2:32][CH2:31]2)=[O:29])[CH:22]=1. (3) Given the reactants [CH3:1][O:2][C:3]1[C:12]([NH:13][C:14](=[O:18])OCC)=[N:11][C:10]2[C:5](=[CH:6][C:7]([O:21][CH3:22])=[C:8]([O:19][CH3:20])[CH:9]=2)[N:4]=1.[Br:23][C:24]1[CH:25]=[C:26]([N:30]2[CH2:35][CH2:34][NH:33][CH2:32][CH2:31]2)[CH:27]=[CH:28][CH:29]=1, predict the reaction product. The product is: [CH3:1][O:2][C:3]1[C:12]([NH:13][C:14]([N:33]2[CH2:32][CH2:31][N:30]([C:26]3[CH:27]=[CH:28][CH:29]=[C:24]([Br:23])[CH:25]=3)[CH2:35][CH2:34]2)=[O:18])=[N:11][C:10]2[C:5](=[CH:6][C:7]([O:21][CH3:22])=[C:8]([O:19][CH3:20])[CH:9]=2)[N:4]=1.